From a dataset of Reaction yield outcomes from USPTO patents with 853,638 reactions. Predict the reaction yield, written as a fraction of the theoretical maximum amount of product (1.0 means a 100% yield; for example, 0.34 means a 34% yield). The reactants are [CH2:1]([O:3][C:4]1[C:8]([CH:9](O)[CH2:10][CH3:11])=[CH:7][N:6]([C:13]2[CH:18]=[CH:17][C:16]([C:19]([F:22])([F:21])[F:20])=[CH:15][N:14]=2)[N:5]=1)[CH3:2].[OH:23][C:24]1[CH:29]=[CH:28][C:27]([CH2:30][CH2:31][C:32]([O:34]C)=[O:33])=[C:26]([O:36][CH3:37])[CH:25]=1.C(P(CCCC)CCCC)CCC.N(C(N1CCCCC1)=O)=NC(N1CCCCC1)=O. The catalyst is O1CCCC1. The product is [CH2:1]([O:3][C:4]1[C:8]([CH2:9][CH2:10][CH2:11][O:23][C:24]2[CH:29]=[CH:28][C:27]([CH2:30][CH2:31][C:32]([OH:34])=[O:33])=[C:26]([O:36][CH3:37])[CH:25]=2)=[CH:7][N:6]([C:13]2[CH:18]=[CH:17][C:16]([C:19]([F:22])([F:21])[F:20])=[CH:15][N:14]=2)[N:5]=1)[CH3:2]. The yield is 0.670.